This data is from Forward reaction prediction with 1.9M reactions from USPTO patents (1976-2016). The task is: Predict the product of the given reaction. (1) Given the reactants NC1C=C([C:8]2[N:13]3[N:14]=[CH:15][C:16]([C:17]([C:19]4[S:20][CH:21]=[CH:22][CH:23]=4)=[O:18])=[C:12]3[N:11]=[CH:10][CH:9]=2)C=CC=1.[CH:24](=O)[CH3:25], predict the reaction product. The product is: [CH2:10]([NH:11][C:25]1[CH:24]=[CH:19][C:17]([C:8]2[N:13]3[N:14]=[CH:15][C:16]([C:17]([C:19]4[S:20][CH:21]=[CH:22][CH:23]=4)=[O:18])=[C:12]3[N:11]=[CH:10][CH:9]=2)=[CH:16][CH:12]=1)[CH3:9]. (2) Given the reactants Br[CH2:2][C:3]([O:5][C:6]([CH3:9])([CH3:8])[CH3:7])=[O:4].[CH2:10]([NH2:17])[C:11]1[CH:16]=[CH:15][CH:14]=[CH:13][CH:12]=1, predict the reaction product. The product is: [C:6]([O:5][C:3](=[O:4])[CH2:2][NH:17][CH2:10][C:11]1[CH:16]=[CH:15][CH:14]=[CH:13][CH:12]=1)([CH3:9])([CH3:8])[CH3:7]. (3) Given the reactants Cl[CH2:2][C:3]1[NH:7][C:6]2[CH:8]=[CH:9][C:10]([C:12]([O:14][CH3:15])=[O:13])=[CH:11][C:5]=2[N:4]=1.[Na+].[I-].[NH:18]1[CH2:23][CH2:22][O:21][CH2:20][CH2:19]1.C(#[N:26])C, predict the reaction product. The product is: [O:21]1[CH2:22][CH2:23][N:18]([NH:26][CH2:2][C:3]2[NH:7][C:6]3[CH:8]=[CH:9][C:10]([C:12]([O:14][CH3:15])=[O:13])=[CH:11][C:5]=3[N:4]=2)[CH2:19][CH2:20]1. (4) Given the reactants [CH3:1][NH:2][CH3:3].Cl.Cl[CH2:6][C:7]1[N:16]=[C:15]([OH:17])[C:14]2[C:9](=[CH:10][C:11]([O:18][CH3:19])=[CH:12][CH:13]=2)[N:8]=1, predict the reaction product. The product is: [CH3:1][N:2]([CH2:6][C:7]1[N:16]=[C:15]([OH:17])[C:14]2[C:9](=[CH:10][C:11]([O:18][CH3:19])=[CH:12][CH:13]=2)[N:8]=1)[CH3:3]. (5) Given the reactants [F:1][C:2]1[C:7]2[N:8]=[CH:9][S:10][C:6]=2[CH:5]=[C:4]([NH:11]CC2C=CC(OC)=CC=2)[CH:3]=1.C(O)(C(F)(F)F)=O, predict the reaction product. The product is: [F:1][C:2]1[C:7]2[N:8]=[CH:9][S:10][C:6]=2[CH:5]=[C:4]([NH2:11])[CH:3]=1. (6) Given the reactants Br[CH2:2][CH2:3][CH2:4][O:5][CH3:6].[OH:7][C:8]1[CH:9]=[C:10]([CH:13]=[CH:14][C:15]=1[OH:16])[CH:11]=[O:12].C(=O)([O-])[O-].[Na+].[Na+].Cl, predict the reaction product. The product is: [OH:7][C:8]1[CH:9]=[C:10]([CH:13]=[CH:14][C:15]=1[O:16][CH2:2][CH2:3][CH2:4][O:5][CH3:6])[CH:11]=[O:12].